From a dataset of Catalyst prediction with 721,799 reactions and 888 catalyst types from USPTO. Predict which catalyst facilitates the given reaction. (1) Reactant: C(C1C=CC(CN)=CC=1)(C)(C)C.O(C(OC(C)(C)C)=O)C(OC(C)(C)C)=O.[C:28]([C:32]1[CH:37]=[CH:36][C:35]([CH2:38][N:39]=[C:40]=[O:41])=[CH:34][CH:33]=1)([CH3:31])([CH3:30])[CH3:29].[NH2:42][CH2:43][C:44]1[CH:49]=[C:48]([CH:50]=[CH2:51])[C:47]([NH:52][S:53]([CH3:56])(=[O:55])=[O:54])=[C:46]([C:57]([F:60])([F:59])[F:58])[CH:45]=1. Product: [C:28]([C:32]1[CH:33]=[CH:34][C:35]([CH2:38][NH:39][C:40](=[O:41])[NH:42][CH2:43][C:44]2[CH:49]=[C:48]([CH:50]=[CH2:51])[C:47]([NH:52][S:53]([CH3:56])(=[O:55])=[O:54])=[C:46]([C:57]([F:60])([F:58])[F:59])[CH:45]=2)=[CH:36][CH:37]=1)([CH3:31])([CH3:29])[CH3:30]. The catalyst class is: 79. (2) Reactant: CS(O[CH:6]1[CH2:9][N:8]([C:10]2[S:11][CH:12]=[C:13]([C:15](=[O:35])[NH:16][C@@H:17]3[CH2:21][CH2:20][N:19]([C:22]([O:24][CH2:25][C:26]4[CH:31]=[CH:30][C:29]([N+:32]([O-:34])=[O:33])=[CH:28][CH:27]=4)=[O:23])[CH2:18]3)[N:14]=2)[CH2:7]1)(=O)=O.[C:36]([O-:39])(=[S:38])[CH3:37].[K+]. Product: [C:36]([S:38][CH:6]1[CH2:7][N:8]([C:10]2[S:11][CH:12]=[C:13]([C:15](=[O:35])[NH:16][C@@H:17]3[CH2:21][CH2:20][N:19]([C:22]([O:24][CH2:25][C:26]4[CH:31]=[CH:30][C:29]([N+:32]([O-:34])=[O:33])=[CH:28][CH:27]=4)=[O:23])[CH2:18]3)[N:14]=2)[CH2:9]1)(=[O:39])[CH3:37]. The catalyst class is: 9. (3) Reactant: [NH2:1][C:2]1[C:11]2=[CH:12][N:13]([CH:15]3[C:19]([OH:21])([CH3:20])[CH:18]([OH:22])[CH:17]([CH2:23][OH:24])[O:16]3)[N:14]=[C:9]3[C:10]2=[C:4]([C:5](=[O:25])[NH:6][N:7]=[CH:8]3)[CH:3]=1.C1CCC(N=C=N[CH:35]2[CH2:40][CH2:39]CCC2)CC1.[C:41](O)(=[O:44])[CH2:42][CH3:43].CN(C=[O:50])C. Product: [NH2:1][C:2]1[C:11]2=[CH:12][N:13]([CH:15]3[O:16][CH:17]([CH2:23][O:24][C:41](=[O:44])[CH2:42][CH3:43])[CH:18]([O:22][C:39](=[O:50])[CH2:40][CH3:35])[C:19]3([OH:21])[CH3:20])[N:14]=[C:9]3[C:10]2=[C:4]([C:5](=[O:25])[NH:6][N:7]=[CH:8]3)[CH:3]=1. The catalyst class is: 142. (4) Reactant: [Cl:1][C:2]1[C:11]2[C:6](=[CH:7][CH:8]=[C:9]([C:12]([OH:30])([C:24]3[N:28]([CH3:29])[N:27]=[N:26][CH:25]=3)[CH:13]3[CH2:16][N:15](C(OC(C)(C)C)=O)[CH2:14]3)[CH:10]=2)[N:5]=[C:4]([CH3:31])[C:3]=1[CH2:32][C:33]1[CH:38]=[CH:37][C:36]([C:39]([F:42])([F:41])[F:40])=[CH:35][CH:34]=1.F[C:44](F)(F)[C:45](O)=[O:46].C(=O)(O)[O-].[Na+]. Product: [Cl:1][C:2]1[C:11]2[C:6](=[CH:7][CH:8]=[C:9]([C:12]([OH:30])([C:24]3[N:28]([CH3:29])[N:27]=[N:26][CH:25]=3)[CH:13]3[CH2:16][N:15]([C:45](=[O:46])[CH3:44])[CH2:14]3)[CH:10]=2)[N:5]=[C:4]([CH3:31])[C:3]=1[CH2:32][C:33]1[CH:38]=[CH:37][C:36]([C:39]([F:40])([F:41])[F:42])=[CH:35][CH:34]=1. The catalyst class is: 4.